This data is from Forward reaction prediction with 1.9M reactions from USPTO patents (1976-2016). The task is: Predict the product of the given reaction. (1) Given the reactants Cl[C:2]1[S:3][C:4]2[CH:10]=[CH:9][C:8]([C:11]([O:13][CH3:14])=[O:12])=[C:7]([CH3:15])[C:5]=2[N:6]=1.C[O-:17].[K+], predict the reaction product. The product is: [CH3:15][C:7]1[C:5]2[NH:6][C:2](=[O:17])[S:3][C:4]=2[CH:10]=[CH:9][C:8]=1[C:11]([O:13][CH3:14])=[O:12]. (2) Given the reactants Cl.[CH:2]([C@H:15]1[C@@H:20]([O:21][CH2:22][C:23]2[CH:28]=[CH:27][C:26]([C:29]([F:32])([F:31])[F:30])=[CH:25][CH:24]=2)[CH2:19][CH2:18][NH:17][CH2:16]1)([C:9]1[CH:14]=[CH:13][CH:12]=[CH:11][CH:10]=1)[C:3]1[CH:8]=[CH:7][CH:6]=[CH:5][CH:4]=1.Cl.[NH:34]1[CH:38]=[C:37]([CH2:39][C:40](O)=[O:41])[N:36]=[CH:35]1, predict the reaction product. The product is: [CH:2]([C@H:15]1[C@@H:20]([O:21][CH2:22][C:23]2[CH:24]=[CH:25][C:26]([C:29]([F:32])([F:30])[F:31])=[CH:27][CH:28]=2)[CH2:19][CH2:18][N:17]([C:40](=[O:41])[CH2:39][C:37]2[N:36]=[CH:35][NH:34][CH:38]=2)[CH2:16]1)([C:9]1[CH:10]=[CH:11][CH:12]=[CH:13][CH:14]=1)[C:3]1[CH:4]=[CH:5][CH:6]=[CH:7][CH:8]=1. (3) Given the reactants Cl[C:2]1[N:7]=[C:6]([CH2:8][C:9]2[CH:14]=[C:13]([CH3:15])[CH:12]=[C:11]([N:16]3[C:20]([CH3:21])=[CH:19][CH:18]=[C:17]3[CH3:22])[N:10]=2)[CH:5]=[CH:4][CH:3]=1.[CH3:23][NH:24][CH2:25][CH2:26][NH:27][CH3:28], predict the reaction product. The product is: [CH3:22][C:17]1[N:16]([C:11]2[N:10]=[C:9]([CH2:8][C:6]3[N:7]=[C:2]([N:24]([CH3:23])[CH2:25][CH2:26][NH:27][CH3:28])[CH:3]=[CH:4][CH:5]=3)[CH:14]=[C:13]([CH3:15])[CH:12]=2)[C:20]([CH3:21])=[CH:19][CH:18]=1. (4) Given the reactants [C:1]([O:5][C:6]([NH:8][CH:9]1[CH2:14][CH2:13][C:12](OS(C(F)(F)F)(=O)=O)=[CH:11][CH2:10]1)=[O:7])([CH3:4])([CH3:3])[CH3:2].CC1(C)C(C)(C)OB([C:31]2[CH:32]=[C:33]3[CH:39]=[CH:38][NH:37][C:34]3=[N:35][CH:36]=2)O1.C([O-])([O-])=O.[Na+].[Na+], predict the reaction product. The product is: [C:1]([O:5][C:6](=[O:7])[NH:8][CH:9]1[CH2:14][CH2:13][C:12]([C:31]2[CH:32]=[C:33]3[CH:39]=[CH:38][NH:37][C:34]3=[N:35][CH:36]=2)=[CH:11][CH2:10]1)([CH3:4])([CH3:3])[CH3:2]. (5) Given the reactants Cl.CN(C)CCCN=C=NCC.[CH3:13][CH:14]1[CH2:22][C:21]2[C:16](=[CH:17][CH:18]=[CH:19][C:20]=2[C:23]([F:26])([F:25])[F:24])[NH:15]1.[N:27]1([C:33]2[N:34]=[C:35]([CH2:40][C:41]([O-])=[O:42])[NH:36][C:37](=[O:39])[CH:38]=2)[CH2:32][CH2:31][O:30][CH2:29][CH2:28]1.[Na+], predict the reaction product. The product is: [CH3:13][CH:14]1[CH2:22][C:21]2[C:16](=[CH:17][CH:18]=[CH:19][C:20]=2[C:23]([F:24])([F:26])[F:25])[N:15]1[C:41](=[O:42])[CH2:40][C:35]1[NH:36][C:37](=[O:39])[CH:38]=[C:33]([N:27]2[CH2:28][CH2:29][O:30][CH2:31][CH2:32]2)[N:34]=1.